Dataset: Reaction yield outcomes from USPTO patents with 853,638 reactions. Task: Predict the reaction yield, written as a fraction of the theoretical maximum amount of product (1.0 means a 100% yield; for example, 0.34 means a 34% yield). The reactants are [Br:1][C:2]1[CH:10]=[C:9]([N+:11]([O-])=O)[C:8]([OH:14])=[C:7]2[C:3]=1[CH2:4][CH2:5][C:6]2=[O:15]. The catalyst is CO.[C].[Pd]. The product is [BrH:1].[NH2:11][C:9]1[C:8]([OH:14])=[C:7]2[C:3]([CH2:4][CH2:5][C:6]2=[O:15])=[CH:2][CH:10]=1. The yield is 0.800.